This data is from Catalyst prediction with 721,799 reactions and 888 catalyst types from USPTO. The task is: Predict which catalyst facilitates the given reaction. (1) Reactant: [C:1]([O:5][C:6](=[O:18])[NH:7][CH2:8][C:9]1[CH:14]=[CH:13][C:12]([F:15])=[C:11]([OH:16])[C:10]=1[F:17])([CH3:4])([CH3:3])[CH3:2].F[C:20]1[CH:25]=[CH:24][C:23]([N+:26]([O-:28])=[O:27])=[CH:22][CH:21]=1.C(=O)([O-])[O-].[K+].[K+]. Product: [C:1]([O:5][C:6](=[O:18])[NH:7][CH2:8][C:9]1[CH:14]=[CH:13][C:12]([F:15])=[C:11]([O:16][C:20]2[CH:25]=[CH:24][C:23]([N+:26]([O-:28])=[O:27])=[CH:22][CH:21]=2)[C:10]=1[F:17])([CH3:4])([CH3:2])[CH3:3]. The catalyst class is: 16. (2) Reactant: [NH2:1][CH:2]([C:7]([C:9]1[CH:14]=[CH:13][C:12]([O:15][CH3:16])=[CH:11][CH:10]=1)=[O:8])[C:3]([O:5][CH3:6])=[O:4].CCN(CC)CC.[C:24](Cl)([CH3:26])=[O:25]. Product: [C:24]([NH:1][CH:2]([C:7]([C:9]1[CH:10]=[CH:11][C:12]([O:15][CH3:16])=[CH:13][CH:14]=1)=[O:8])[C:3]([O:5][CH3:6])=[O:4])(=[O:25])[CH3:26]. The catalyst class is: 2. (3) The catalyst class is: 7. Reactant: [Cl:1][C:2]1[CH:7]=[CH:6][CH:5]=[CH:4][C:3]=1[N:8]1[C:12]([S:13][C:14]2[CH:19]=[CH:18][N:17]=[C:16]([O:20][CH3:21])[CH:15]=2)=[CH:11][C:10]([C:22](OCC)=[O:23])=[N:9]1.[H-].C([Al+]CC(C)C)C(C)C.C1(C)C=CC=CC=1.O.O.O.O.O.O.O.O.O.O.[O-]S([O-])(=O)=O.[Na+].[Na+]. Product: [Cl:1][C:2]1[CH:7]=[CH:6][CH:5]=[CH:4][C:3]=1[N:8]1[C:12]([S:13][C:14]2[CH:19]=[CH:18][N:17]=[C:16]([O:20][CH3:21])[CH:15]=2)=[CH:11][C:10]([CH:22]=[O:23])=[N:9]1.